From a dataset of HIV replication inhibition screening data with 41,000+ compounds from the AIDS Antiviral Screen. Binary Classification. Given a drug SMILES string, predict its activity (active/inactive) in a high-throughput screening assay against a specified biological target. (1) The drug is CCCC(=O)NC(Nc1ccc(S(=O)(=O)Nc2ccc(OC)nn2)cc1)(C(F)(F)F)C(F)(F)F. The result is 0 (inactive). (2) The compound is O=c1c2c([nH]n1-c1nc(O)c(-c3ccccc3)c(O)n1)CCCC2. The result is 0 (inactive). (3) The molecule is COc1ccccc1C1C2=C(COC2=O)Oc2cc3c(cc21)OCO3. The result is 0 (inactive). (4) The molecule is C=C(C)C1CCC(C)CC1OC(C)=O. The result is 0 (inactive). (5) The result is 0 (inactive). The drug is CC(C#N)N(C(C)C#N)N(C)C. (6) The molecule is CCN(C(=O)NC(CC(C)C)C(=O)NCC(=O)OC)c1ccccc1. The result is 0 (inactive). (7) The result is 1 (active). The compound is O=C(Nc1cccnc1)c1ccccc1[Se][Se]c1ccccc1C(=O)Nc1cccnc1. (8) The compound is O=C(O)c1ccccc1C(=O)Nc1ccc(S(=O)(=O)Nc2nccs2)cc1. The result is 0 (inactive). (9) The compound is c1cc2c3c(c1)Ic1cccc(c1-3)I2. The result is 0 (inactive).